Dataset: Peptide-MHC class I binding affinity with 185,985 pairs from IEDB/IMGT. Task: Regression. Given a peptide amino acid sequence and an MHC pseudo amino acid sequence, predict their binding affinity value. This is MHC class I binding data. (1) The peptide sequence is DPPTDTPL. The MHC is Mamu-A01 with pseudo-sequence Mamu-A01. The binding affinity (normalized) is 0. (2) The peptide sequence is FVEGLSGATW. The MHC is HLA-B53:01 with pseudo-sequence HLA-B53:01. The binding affinity (normalized) is 0.753. (3) The peptide sequence is AVEGGLYPV. The MHC is HLA-B53:01 with pseudo-sequence HLA-B53:01. The binding affinity (normalized) is 0.213. (4) The peptide sequence is ELRSRYWAI. The MHC is HLA-A02:06 with pseudo-sequence HLA-A02:06. The binding affinity (normalized) is 0.394. (5) The peptide sequence is FPVRPQVPN. The MHC is H-2-Ld with pseudo-sequence H-2-Ld. The binding affinity (normalized) is 0.